Dataset: Full USPTO retrosynthesis dataset with 1.9M reactions from patents (1976-2016). Task: Predict the reactants needed to synthesize the given product. (1) Given the product [N+:1]([C:4]1[CH:5]=[N:6][CH:7]=[CH:8][C:9]=1[C:10](=[CH2:15])[C:11]([O:13][CH3:14])=[O:12])([O-:3])=[O:2], predict the reactants needed to synthesize it. The reactants are: [N+:1]([C:4]1[CH:5]=[N:6][CH:7]=[CH:8][C:9]=1[CH2:10][C:11]([O:13][CH3:14])=[O:12])([O-:3])=[O:2].[C:15](=O)([O-])[O-].[K+].[K+].C=O. (2) The reactants are: [C:1]([O:5][C:6]([N:8](C)[CH:9]1CCN(C(OCC2C=CC=CC=2)=O)C(CO)C1)=[O:7])([CH3:4])([CH3:3])[CH3:2].[CH:28]1[CH2:33][CH:32]=[CH:31][CH2:30][CH:29]=1.C=[O:35].[BH3-][C:37]#[N:38].[Na+]. Given the product [OH:35][CH2:28][CH:33]1[CH2:32][CH:31]([CH2:9][NH:8][C:6](=[O:7])[O:5][C:1]([CH3:2])([CH3:3])[CH3:4])[CH2:30][CH2:29][N:38]1[CH3:37], predict the reactants needed to synthesize it. (3) Given the product [NH2:20][CH2:19][CH2:18][CH2:17][C:14]1[CH:13]=[CH:12][C:11]([CH:2]([CH3:1])[CH2:3][NH:4][S:5]([CH:8]([CH3:10])[CH3:9])(=[O:7])=[O:6])=[CH:16][CH:15]=1, predict the reactants needed to synthesize it. The reactants are: [CH3:1][CH:2]([C:11]1[CH:16]=[CH:15][C:14]([CH2:17][CH2:18][CH2:19][NH:20]C(OCC2C=CC=CC=2)=O)=[CH:13][CH:12]=1)[CH2:3][NH:4][S:5]([CH:8]([CH3:10])[CH3:9])(=[O:7])=[O:6]. (4) Given the product [C:19]1([N:14]([CH:10]2[CH2:11][CH2:12][CH2:13][NH:8][CH2:9]2)[C:15](=[O:18])[CH2:16][CH3:17])[CH:20]=[CH:21][CH:22]=[CH:23][CH:24]=1, predict the reactants needed to synthesize it. The reactants are: C([N:8]1[CH2:13][CH2:12][CH2:11][CH:10]([N:14]([C:19]2[CH:24]=[CH:23][CH:22]=[CH:21][CH:20]=2)[C:15](=[O:18])[CH2:16][CH3:17])[CH2:9]1)C1C=CC=CC=1. (5) Given the product [CH3:37][N:38]([CH3:39])[CH2:40][CH2:41][O:29][C:26]1[CH:25]=[CH:24][C:23]([C:8]2[O:9][C:10]3[N:11]=[CH:12][N:13]=[C:14]([NH:16][CH2:17][C@@H:18]4[CH2:22][CH2:21][CH2:20][O:19]4)[C:15]=3[C:7]=2[C:1]2[CH:2]=[CH:3][CH:4]=[CH:5][CH:6]=2)=[CH:28][CH:27]=1, predict the reactants needed to synthesize it. The reactants are: [C:1]1([C:7]2[C:15]3[C:14]([NH:16][CH2:17][C@@H:18]4[CH2:22][CH2:21][CH2:20][O:19]4)=[N:13][CH:12]=[N:11][C:10]=3[O:9][C:8]=2[C:23]2[CH:28]=[CH:27][C:26]([OH:29])=[CH:25][CH:24]=2)[CH:6]=[CH:5][CH:4]=[CH:3][CH:2]=1.C([O-])([O-])=O.[Cs+].[Cs+].Cl.[CH3:37][N:38]([CH2:40][CH2:41]Cl)[CH3:39]. (6) Given the product [Br:1][C:2]1[CH:7]=[CH:6][C:5]([C:8]2[N:13]=[CH:12][C:11]([C:14]([NH2:17])([CH3:15])[CH3:16])=[CH:10][CH:9]=2)=[CH:4][CH:3]=1, predict the reactants needed to synthesize it. The reactants are: [Br:1][C:2]1[CH:7]=[CH:6][C:5]([C:8]2[N:13]=[CH:12][C:11]([C:14]([NH:17]C(=O)C)([CH3:16])[CH3:15])=[CH:10][CH:9]=2)=[CH:4][CH:3]=1.Cl. (7) Given the product [CH3:3][CH:2]([CH2:4][N:5]([S:29]([C:32]1[CH:37]=[CH:36][C:35]([NH2:38])=[CH:34][CH:33]=1)(=[O:31])=[O:30])[CH2:6][C@@H:7]([OH:28])[C@@H:8]([NH:16][C:17]([O:19][C@@H:20]1[C@@H:24]2[CH2:25][CH2:26][O:27][C@@H:23]2[O:22][CH2:21]1)=[O:18])[CH2:9][C:10]1[CH:15]=[CH:14][CH:13]=[CH:12][CH:11]=1)[CH3:1].[CH3:17][O:19][CH2:20][CH2:21][OH:22], predict the reactants needed to synthesize it. The reactants are: [CH3:1][CH:2]([CH2:4][N:5]([S:29]([C:32]1[CH:33]=[CH:34][C:35]([NH2:38])=[CH:36][CH:37]=1)(=[O:31])=[O:30])[CH2:6][C@@H:7]([OH:28])[C@@H:8]([NH:16][C:17]([O:19][C@@H:20]1[C@@H:24]2[CH2:25][CH2:26][O:27][C@@H:23]2[O:22][CH2:21]1)=[O:18])[CH2:9][C:10]1[CH:11]=[CH:12][CH:13]=[CH:14][CH:15]=1)[CH3:3]. (8) Given the product [N:1]1[CH:6]=[CH:5][CH:4]=[C:3]([NH:7][C:8]([N:29]2[CH2:28][CH2:27][N:26]([C:24]3[S:23][N:22]=[C:21]([C:18]4[CH:19]=[CH:20][S:16][CH:17]=4)[N:25]=3)[CH2:31][CH2:30]2)=[O:15])[CH:2]=1, predict the reactants needed to synthesize it. The reactants are: [N:1]1[CH:6]=[CH:5][CH:4]=[C:3]([NH:7][C:8](=[O:15])OCC(Cl)(Cl)Cl)[CH:2]=1.[S:16]1[CH:20]=[CH:19][C:18]([C:21]2[N:25]=[C:24]([N:26]3[CH2:31][CH2:30][NH:29][CH2:28][CH2:27]3)[S:23][N:22]=2)=[CH:17]1.C(N(C(C)C)CC)(C)C.O. (9) Given the product [Cl:13][C:7]1[C:6]([C:14]2[CH:19]=[CH:18][CH:17]=[CH:16][CH:15]=2)=[C:5]([Cl:20])[C:4]2[C:9](=[C:10]([F:12])[CH:11]=[C:2]([CH:29]=[O:30])[CH:3]=2)[N:8]=1, predict the reactants needed to synthesize it. The reactants are: Br[C:2]1[CH:3]=[C:4]2[C:9](=[C:10]([F:12])[CH:11]=1)[N:8]=[C:7]([Cl:13])[C:6]([C:14]1[CH:19]=[CH:18][CH:17]=[CH:16][CH:15]=1)=[C:5]2[Cl:20].[Li]CCCC.CN([CH:29]=[O:30])C. (10) The reactants are: C(OC(=O)[NH:7][CH2:8][CH:9]1[CH:13]([F:14])[CH2:12][N:11]([C:15]2[C:24]([CH3:25])=[C:23]3[C:18]([C:19](=[O:31])[N:20]([NH2:30])[C:21](=[O:29])[N:22]3[CH:26]3[CH2:28][CH2:27]3)=[CH:17][C:16]=2[F:32])[CH2:10]1)(C)(C)C. Given the product [NH2:30][N:20]1[C:19](=[O:31])[C:18]2[C:23](=[C:24]([CH3:25])[C:15]([N:11]3[CH2:12][CH:13]([F:14])[CH:9]([CH2:8][NH2:7])[CH2:10]3)=[C:16]([F:32])[CH:17]=2)[N:22]([CH:26]2[CH2:27][CH2:28]2)[C:21]1=[O:29], predict the reactants needed to synthesize it.